From a dataset of Full USPTO retrosynthesis dataset with 1.9M reactions from patents (1976-2016). Predict the reactants needed to synthesize the given product. (1) Given the product [CH2:27]([O:29][C:30]([CH:32]1[CH2:37][CH2:36][N:35]([C:38](=[O:51])[C:39]2[CH:44]=[CH:43][C:42]([CH2:45][N:24]3[CH2:25][CH2:26][CH:21]([N:9]4[CH:8]([C:4]5[CH:5]=[CH:6][CH:7]=[C:2]([Cl:1])[CH:3]=5)[CH2:12][N:11]([C:13]5[CH:14]=[CH:15][C:16]([F:19])=[CH:17][CH:18]=5)[C:10]4=[O:20])[CH2:22][CH2:23]3)=[CH:41][CH:40]=2)[CH2:34][CH2:33]1)=[O:31])[CH3:28], predict the reactants needed to synthesize it. The reactants are: [Cl:1][C:2]1[CH:3]=[C:4]([CH:8]2[CH2:12][N:11]([C:13]3[CH:18]=[CH:17][C:16]([F:19])=[CH:15][CH:14]=3)[C:10](=[O:20])[N:9]2[CH:21]2[CH2:26][CH2:25][NH:24][CH2:23][CH2:22]2)[CH:5]=[CH:6][CH:7]=1.[CH2:27]([O:29][C:30]([CH:32]1[CH2:37][CH2:36][N:35]([C:38](=[O:51])[C:39]2[CH:44]=[CH:43][C:42]([CH2:45]OS(C)(=O)=O)=[CH:41][CH:40]=2)[CH2:34][CH2:33]1)=[O:31])[CH3:28].C([O-])([O-])=O.[K+].[K+]. (2) The reactants are: [Cl:1][C:2]1[C:3]([C:19]([N:21]2[CH2:25][CH2:24][C:23]([F:27])([F:26])[CH2:22]2)=[O:20])=[CH:4][C:5]([O:11][CH2:12][C:13]2[CH:18]=[CH:17][CH:16]=[CH:15][CH:14]=2)=[C:6]([CH:10]=1)[C:7](O)=[O:8].C(N(C(C)C)CC)(C)C.CN(C(ON1N=[N:52][C:47]2[CH:48]=[CH:49][CH:50]=[N:51][C:46]1=2)=[N+](C)C)C.F[P-](F)(F)(F)(F)F.NC1C=NC=CC=1. Given the product [Cl:1][C:2]1[C:3]([C:19]([N:21]2[CH2:25][CH2:24][C:23]([F:26])([F:27])[CH2:22]2)=[O:20])=[CH:4][C:5]([O:11][CH2:12][C:13]2[CH:14]=[CH:15][CH:16]=[CH:17][CH:18]=2)=[C:6]([CH:10]=1)[C:7]([NH:52][C:47]1[CH:46]=[N:51][CH:50]=[CH:49][CH:48]=1)=[O:8], predict the reactants needed to synthesize it.